This data is from Full USPTO retrosynthesis dataset with 1.9M reactions from patents (1976-2016). The task is: Predict the reactants needed to synthesize the given product. Given the product [N+:23]([C:19]1[CH:20]=[CH:21][CH:22]=[C:17]2[C:18]=1[CH2:26][N:2]([CH:3]1[CH2:8][CH2:7][C:6](=[O:9])[NH:5][C:4]1=[O:10])[C:16]2=[O:15])([O-:25])=[O:24], predict the reactants needed to synthesize it. The reactants are: Cl.[NH2:2][CH:3]1[CH2:8][CH2:7][C:6](=[O:9])[NH:5][C:4]1=[O:10].C(#N)C.C[O:15][C:16](=O)[C:17]1[CH:22]=[CH:21][CH:20]=[C:19]([N+:23]([O-:25])=[O:24])[C:18]=1[CH2:26]Br.C(N(CC)CC)C.